From a dataset of Reaction yield outcomes from USPTO patents with 853,638 reactions. Predict the reaction yield, written as a fraction of the theoretical maximum amount of product (1.0 means a 100% yield; for example, 0.34 means a 34% yield). (1) The reactants are [F:1][C:2]1[CH:3]=[C:4]([CH2:8][CH2:9][C@@H:10]2[NH:15][CH2:14][CH2:13][N:12]([C:16]3[C:17]4[CH:30]=[CH:29][C:28]([CH3:31])=[CH:27][C:18]=4[NH:19][C:20]4[CH:26]=[CH:25][CH:24]=[CH:23][C:21]=4[N:22]=3)[CH2:11]2)[CH:5]=[CH:6][CH:7]=1.C=O.[C:34](O[BH-](OC(=O)C)OC(=O)C)(=O)C.[Na+]. The catalyst is ClCCCl. The product is [F:1][C:2]1[CH:3]=[C:4]([CH2:8][CH2:9][C@@H:10]2[N:15]([CH3:34])[CH2:14][CH2:13][N:12]([C:16]3[C:17]4[CH:30]=[CH:29][C:28]([CH3:31])=[CH:27][C:18]=4[NH:19][C:20]4[CH:26]=[CH:25][CH:24]=[CH:23][C:21]=4[N:22]=3)[CH2:11]2)[CH:5]=[CH:6][CH:7]=1. The yield is 0.920. (2) The reactants are [CH3:1][N:2]([CH3:27])[CH2:3][CH2:4][N:5]1[C:9]2[N:10]=[C:11]([C:20]3[CH:26]=[CH:25][C:23]([NH2:24])=[CH:22][CH:21]=3)[N:12]=[C:13]([N:14]3[CH2:19][CH2:18][O:17][CH2:16][CH2:15]3)[C:8]=2[CH:7]=[CH:6]1.ClC(Cl)(O[C:32](=[O:38])OC(Cl)(Cl)Cl)Cl.[F:40][C:41]1[CH:47]=[CH:46][C:44]([NH2:45])=[CH:43][CH:42]=1. No catalyst specified. The product is [CH3:1][N:2]([CH3:27])[CH2:3][CH2:4][N:5]1[C:9]2[N:10]=[C:11]([C:20]3[CH:26]=[CH:25][C:23]([NH:24][C:32]([NH:45][C:44]4[CH:46]=[CH:47][C:41]([F:40])=[CH:42][CH:43]=4)=[O:38])=[CH:22][CH:21]=3)[N:12]=[C:13]([N:14]3[CH2:15][CH2:16][O:17][CH2:18][CH2:19]3)[C:8]=2[CH:7]=[CH:6]1. The yield is 0.330. (3) The reactants are [Br:1][C:2]1[S:3][C:4]([C:8]([NH2:10])=O)=[C:5]([Br:7])[N:6]=1.C1(C)C=CC=CC=1.C[N:19]([CH:21](OC)OC)C.C(O)(=O)C.[NH2:30]N.C([O-])(O)=O.[Na+]. The catalyst is CCOC(C)=O.CCCCCC. The product is [Br:1][C:2]1[S:3][C:4]([C:8]2[NH:10][CH:21]=[N:19][N:30]=2)=[C:5]([Br:7])[N:6]=1. The yield is 0.610. (4) The reactants are [CH2:1]([C@@H:3]1[N:8]([C:9]2[CH:10]=[N:11][C:12]([N+:15]([O-])=O)=[CH:13][CH:14]=2)[CH2:7][CH2:6][N:5]([C:18]([O:20][C:21]([CH3:24])([CH3:23])[CH3:22])=[O:19])[CH2:4]1)[CH3:2]. The catalyst is [Pd].CO. The product is [NH2:15][C:12]1[N:11]=[CH:10][C:9]([N:8]2[CH2:7][CH2:6][N:5]([C:18]([O:20][C:21]([CH3:23])([CH3:22])[CH3:24])=[O:19])[CH2:4][C@@H:3]2[CH2:1][CH3:2])=[CH:14][CH:13]=1. The yield is 0.890. (5) The reactants are [H-].[Na+].[OH:3][C:4]1[C:11]([CH3:12])=[CH:10][C:7]([C:8]#[N:9])=[CH:6][C:5]=1[CH3:13].[CH2:14]([N:21]1[C:29]2[C:28](Cl)=[N:27][C:26]([NH2:31])=[N:25][C:24]=2[CH:23]=[CH:22]1)[C:15]1[CH:20]=[CH:19][CH:18]=[CH:17][CH:16]=1. The catalyst is CN1C(=O)CCC1.O. The product is [NH2:31][C:26]1[N:27]=[C:28]([O:3][C:4]2[C:5]([CH3:13])=[CH:6][C:7]([C:8]#[N:9])=[CH:10][C:11]=2[CH3:12])[C:29]2[N:21]([CH2:14][C:15]3[CH:16]=[CH:17][CH:18]=[CH:19][CH:20]=3)[CH:22]=[CH:23][C:24]=2[N:25]=1. The yield is 0.600. (6) The reactants are [C:1]([OH:5])([CH3:4])([CH3:3])C.[CH:6]([C:9]1[CH:14]=[CH:13][C:12]([CH:15]2[C:19]3[C:20]([CH3:35])=[C:21]([NH:27][C:28](=[O:34])[CH2:29][C:30]([CH3:33])([CH3:32])[CH3:31])[C:22]([CH3:26])=C(C=C)[C:18]=3[O:17][CH2:16]2)=[CH:11][CH:10]=1)([CH3:8])[CH3:7].S([O-])([O-])=[O:37].[Na+].[Na+]. The catalyst is O.C1COCC1. The product is [OH:5][CH:1]([C:4]1[C:18]2[O:17][CH2:16][CH:15]([C:12]3[CH:13]=[CH:14][C:9]([CH:6]([CH3:7])[CH3:8])=[CH:10][CH:11]=3)[C:19]=2[C:20]([CH3:35])=[C:21]([NH:27][C:28](=[O:34])[CH2:29][C:30]([CH3:32])([CH3:33])[CH3:31])[C:22]=1[CH3:26])[CH2:3][OH:37]. The yield is 0.770. (7) The reactants are [F:1][C:2]1[C:3]2[N:4]([CH:12]=[CH:13][N:14]=2)[CH:5]=[CH:6][C:7]=1[C:8]([F:11])([F:10])[F:9].Br[C:16]1[CH:17]=[CH:18][C:19]([F:28])=[C:20]([N:22]2[CH2:26][CH2:25][CH2:24][C:23]2=[O:27])[CH:21]=1. No catalyst specified. The product is [F:28][C:19]1[CH:18]=[CH:17][C:16]([C:12]2[N:4]3[CH:5]=[CH:6][C:7]([C:8]([F:9])([F:10])[F:11])=[C:2]([F:1])[C:3]3=[N:14][CH:13]=2)=[CH:21][C:20]=1[N:22]1[CH2:26][CH2:25][CH2:24][C:23]1=[O:27]. The yield is 0.240.